This data is from Reaction yield outcomes from USPTO patents with 853,638 reactions. The task is: Predict the reaction yield, written as a fraction of the theoretical maximum amount of product (1.0 means a 100% yield; for example, 0.34 means a 34% yield). (1) The reactants are [O:1]=[C:2]1[NH:6][C@H:5]([C:7]([O:9][CH3:10])=[O:8])[CH2:4][CH2:3]1.C(N(CC)CC)C.[O:18](C(OC(C)(C)C)=O)[C:19]([O:21][C:22]([CH3:25])([CH3:24])[CH3:23])=O. The catalyst is C(Cl)Cl.CN(C)C1C=CN=CC=1. The product is [O:1]=[C:2]1[N:6]([C:19]([O:21][C:22]([CH3:25])([CH3:24])[CH3:23])=[O:18])[C@H:5]([C:7]([O:9][CH3:10])=[O:8])[CH2:4][CH2:3]1. The yield is 0.960. (2) The reactants are [Si]([O:8][CH2:9][CH2:10][O:11][C:12]1[CH:18]=[CH:17][C:15]([NH2:16])=[CH:14][C:13]=1[CH3:19])(C(C)(C)C)(C)C.Cl.Cl[C:22]1[N:27]=[C:26]([NH:28][C@@H:29]2[CH2:37][C@H:36]3[N:32]([CH2:33][CH2:34][CH2:35]3)[C:31]([CH3:39])([CH3:38])[CH2:30]2)[C:25]([F:40])=[CH:24][N:23]=1.CC1C=CC(S(O)(=O)=O)=CC=1.O. The catalyst is CC(O)C. The product is [CH3:38][C:31]1([CH3:39])[CH2:30][C@H:29]([NH:28][C:26]2[C:25]([F:40])=[CH:24][N:23]=[C:22]([NH:16][C:15]3[CH:17]=[CH:18][C:12]([O:11][CH2:10][CH2:9][OH:8])=[C:13]([CH3:19])[CH:14]=3)[N:27]=2)[CH2:37][C@H:36]2[N:32]1[CH2:33][CH2:34][CH2:35]2. The yield is 0.590. (3) The reactants are [Br:1][C:2]1[CH:3]=[CH:4][C:5](I)=[C:6]([NH2:8])[CH:7]=1.[CH2:10]([N:14]1[CH2:18][CH2:17][CH2:16][C@H:15]1[CH3:19])[CH2:11][C:12]#[CH:13].C(N(CC)CC)C. The catalyst is C(#N)C.Cl[Pd](Cl)([P](C1C=CC=CC=1)(C1C=CC=CC=1)C1C=CC=CC=1)[P](C1C=CC=CC=1)(C1C=CC=CC=1)C1C=CC=CC=1.[Cu]I. The product is [Br:1][C:2]1[CH:3]=[CH:4][C:5]([C:13]#[C:12][CH2:11][CH2:10][N:14]2[CH2:18][CH2:17][CH2:16][C@H:15]2[CH3:19])=[C:6]([NH2:8])[CH:7]=1. The yield is 0.300. (4) The reactants are [NH3:1].CC(O)C.[CH3:6][C:7]1[N:12]=[C:11](SC)[N:10]=[C:9]([C:15]2[C:16]([NH:32][C:33]3[C:34]4[CH:35]=[N:36][N:37](C5CCCCO5)[C:38]=4[CH:39]=[CH:40][CH:41]=3)=[N:17][CH:18]=[C:19]([CH2:21][N:22]3[CH2:27][CH2:26][N:25]([S:28]([CH3:31])(=[O:30])=[O:29])[CH2:24][CH2:23]3)[CH:20]=2)[N:8]=1.C(O)(C(F)(F)F)=O. The catalyst is C(Cl)Cl.CO. The product is [NH2:1][C:11]1[N:12]=[C:7]([CH3:6])[N:8]=[C:9]([C:15]2[C:16]([NH:32][C:33]3[C:34]4[CH:35]=[N:36][NH:37][C:38]=4[CH:39]=[CH:40][CH:41]=3)=[N:17][CH:18]=[C:19]([CH2:21][N:22]3[CH2:23][CH2:24][N:25]([S:28]([CH3:31])(=[O:29])=[O:30])[CH2:26][CH2:27]3)[CH:20]=2)[N:10]=1. The yield is 0.229.